Dataset: Forward reaction prediction with 1.9M reactions from USPTO patents (1976-2016). Task: Predict the product of the given reaction. (1) Given the reactants [F:1][C:2]1[CH:7]=[CH:6][CH:5]=[CH:4][C:3]=1[N:8]1[C:12]([C:13]2[CH:18]=[CH:17][CH:16]=[CH:15][C:14]=2[C:19]2[CH:24]=[CH:23][CH:22]=[CH:21][C:20]=2O)=[N:11][N:10]=[N:9]1.[NH2:26]C1C=CC=CC=1B(O)O, predict the reaction product. The product is: [F:1][C:2]1[CH:7]=[CH:6][CH:5]=[CH:4][C:3]=1[N:8]1[C:12]([C:13]2[CH:18]=[CH:17][CH:16]=[CH:15][C:14]=2[C:19]2[CH:24]=[CH:23][CH:22]=[CH:21][C:20]=2[NH2:26])=[N:11][N:10]=[N:9]1. (2) Given the reactants [OH:1][C@@H:2]([C@H:4]1[C:25](=[O:26])[N:6]2[C@@H:7]([C:12]([O:14][CH2:15][C:16]3[CH:21]=[CH:20][C:19]([N+:22]([O-:24])=[O:23])=[CH:18][CH:17]=3)=[O:13])[C:8](=O)[C@H:9]([CH3:10])[C@H:5]12)[CH3:3].[Si:27]([O:34][CH2:35][CH2:36][S:37][C:38]1[N:39]=[CH:40][N:41]2[CH:45]=[C:44]([Sn](CCCC)(CCCC)CCCC)[S:43][C:42]=12)([C:30]([CH3:33])([CH3:32])[CH3:31])([CH3:29])[CH3:28], predict the reaction product. The product is: [Si:27]([O:34][CH2:35][CH2:36][S:37][C:38]1[N:39]=[CH:40][N:41]2[CH:45]=[C:44]([C:8]3[C@H:9]([CH3:10])[C@@H:5]4[C@@H:4]([C@H:2]([OH:1])[CH3:3])[C:25](=[O:26])[N:6]4[C:7]=3[C:12]([O:14][CH2:15][C:16]3[CH:21]=[CH:20][C:19]([N+:22]([O-:24])=[O:23])=[CH:18][CH:17]=3)=[O:13])[S:43][C:42]=12)([C:30]([CH3:33])([CH3:31])[CH3:32])([CH3:29])[CH3:28]. (3) Given the reactants Cl[C:2]1[N:7]=[C:6]([O:8][CH:9]2[CH2:13][CH2:12][O:11][CH2:10]2)[C:5]([F:14])=[CH:4][N:3]=1.[NH2:15][C:16]1[CH:17]=[C:18]([C:23]2[S:27][C:26]([N:28]3[CH2:34][CH2:33][CH2:32][NH:31][C:30](=[O:35])[CH2:29]3)=[N:25][CH:24]=2)[CH:19]=[C:20]([CH3:22])[CH:21]=1.CC(C1C=C(C(C)C)C(C2C=CC=CC=2P(C2CCCCC2)C2CCCCC2)=C(C(C)C)C=1)C.C(=O)([O-])[O-].[K+].[K+], predict the reaction product. The product is: [F:14][C:5]1[C:6]([O:8][CH:9]2[CH2:13][CH2:12][O:11][CH2:10]2)=[N:7][C:2]([NH:15][C:16]2[CH:17]=[C:18]([C:23]3[S:27][C:26]([N:28]4[CH2:34][CH2:33][CH2:32][NH:31][C:30](=[O:35])[CH2:29]4)=[N:25][CH:24]=3)[CH:19]=[C:20]([CH3:22])[CH:21]=2)=[N:3][CH:4]=1. (4) Given the reactants [H-].[Na+].IC.C(O[C:10](=O)[NH:11][CH:12]1[CH2:17][CH2:16][N:15]([C:18]2[S:19][CH:20]=[CH:21][N:22]=2)[CH2:14][CH2:13]1)(C)(C)C, predict the reaction product. The product is: [CH3:10][NH:11][CH:12]1[CH2:17][CH2:16][N:15]([C:18]2[S:19][CH:20]=[CH:21][N:22]=2)[CH2:14][CH2:13]1. (5) Given the reactants [CH2:1]([N:8]([CH2:20][C:21]1[CH:26]=[CH:25][CH:24]=[CH:23][CH:22]=1)[C:9]1([C:12]2[CH:17]=[CH:16][C:15]([C:18]#[CH:19])=[CH:14][CH:13]=2)[CH2:11][CH2:10]1)[C:2]1[CH:7]=[CH:6][CH:5]=[CH:4][CH:3]=1.[CH2:27]([O:29][C:30](=[O:38])[C:31]1[CH:36]=[CH:35][C:34](I)=[CH:33][CH:32]=1)[CH3:28], predict the reaction product. The product is: [CH2:20]([N:8]([CH2:1][C:2]1[CH:3]=[CH:4][CH:5]=[CH:6][CH:7]=1)[C:9]1([C:12]2[CH:13]=[CH:14][C:15]([C:18]#[C:19][C:34]3[CH:35]=[CH:36][C:31]([C:30]([O:29][CH2:27][CH3:28])=[O:38])=[CH:32][CH:33]=3)=[CH:16][CH:17]=2)[CH2:11][CH2:10]1)[C:21]1[CH:26]=[CH:25][CH:24]=[CH:23][CH:22]=1.